This data is from Full USPTO retrosynthesis dataset with 1.9M reactions from patents (1976-2016). The task is: Predict the reactants needed to synthesize the given product. (1) Given the product [O:42]=[S:38]1(=[O:41])[CH2:39][CH2:40][N:35]([CH2:34][CH2:33][NH:32][C@:16]23[CH2:28][CH2:27][C@@H:26]([C:29]([CH3:31])=[CH2:30])[C@@H:17]2[C@@H:18]2[C@@:13]([CH3:43])([CH2:14][CH2:15]3)[C@@:12]3([CH3:44])[C@@H:21]([C@:22]4([CH3:25])[C@@H:9]([CH2:10][CH2:11]3)[C:8]([CH3:45])([CH3:46])[C:7]([C:57]3[CH2:62][CH:61]5[CH:59]([CH:60]5[C:63]([O:65][CH2:66][CH3:67])=[O:64])[CH:58]=3)=[CH:24][CH2:23]4)[CH2:20][CH2:19]2)[CH2:36][CH2:37]1, predict the reactants needed to synthesize it. The reactants are: FC(F)(F)S(O[C:7]1[C:8]([CH3:46])([CH3:45])[C@H:9]2[C@:22]([CH3:25])([CH2:23][CH:24]=1)[C@@H:21]1[C@:12]([CH3:44])([C@@:13]3([CH3:43])[C@H:18]([CH2:19][CH2:20]1)[C@H:17]1[C@H:26]([C:29]([CH3:31])=[CH2:30])[CH2:27][CH2:28][C@:16]1([NH:32][CH2:33][CH2:34][N:35]1[CH2:40][CH2:39][S:38](=[O:42])(=[O:41])[CH2:37][CH2:36]1)[CH2:15][CH2:14]3)[CH2:11][CH2:10]2)(=O)=O.CC1(C)C(C)(C)OB([C:57]2[CH2:62][CH:61]3[CH:59]([CH:60]3[C:63]([O:65][CH2:66][CH3:67])=[O:64])[CH:58]=2)O1. (2) Given the product [ClH:56].[NH2:20][C:12]1[C:13]([O:17][CH2:18][CH3:19])=[CH:14][CH:15]=[C:16]2[C:11]=1[CH:10]=[N:9][CH:8]=[C:7]2[C:6]([C:5]1[CH:4]=[C:3]([O:2][CH3:1])[C:36]([O:37][CH2:38][CH2:39][CH3:40])=[C:35]([O:41][CH3:42])[CH:34]=1)=[O:43], predict the reactants needed to synthesize it. The reactants are: [CH3:1][O:2][C:3]1[CH:4]=[C:5]([CH:34]=[C:35]([O:41][CH3:42])[C:36]=1[O:37][CH2:38][CH2:39][CH3:40])[CH2:6][C:7]1[C:16]2[C:11](=[C:12]([N:20]=C(C3C=CC=CC=3)C3C=CC=CC=3)[C:13]([O:17][CH2:18][CH3:19])=[CH:14][CH:15]=2)[CH:10]=[N:9][CH:8]=1.[OH:43]N1C(=O)C2=CC=CC=C2C1=O.[O-][Cl:56]=O.[Na+].O.